Regression. Given a peptide amino acid sequence and an MHC pseudo amino acid sequence, predict their binding affinity value. This is MHC class I binding data. From a dataset of Peptide-MHC class I binding affinity with 185,985 pairs from IEDB/IMGT. (1) The peptide sequence is VMDKNHAIFT. The MHC is HLA-A02:03 with pseudo-sequence HLA-A02:03. The binding affinity (normalized) is 0.136. (2) The peptide sequence is VIGVGMGLY. The MHC is HLA-B51:01 with pseudo-sequence HLA-B51:01. The binding affinity (normalized) is 0.0847.